Dataset: Full USPTO retrosynthesis dataset with 1.9M reactions from patents (1976-2016). Task: Predict the reactants needed to synthesize the given product. (1) The reactants are: C(=O)([O-])[O-].[K+].[K+].[NH:7]1[CH:11]=[C:10]([C:12]([O:14][CH2:15][CH3:16])=[O:13])[CH:9]=[N:8]1.Cl[CH:18]([F:20])[F:19].O. Given the product [F:19][CH:18]([F:20])[N:7]1[CH:11]=[C:10]([C:12]([O:14][CH2:15][CH3:16])=[O:13])[CH:9]=[N:8]1, predict the reactants needed to synthesize it. (2) The reactants are: [CH3:1][C:2]1[C:3]([C:12]2[S:13][CH:14]=[CH:15][CH:16]=2)=[N:4][C:5](S(C)(=O)=O)=[N:6][CH:7]=1.[NH2:17][CH2:18][CH2:19][N:20]1[CH2:24][CH2:23][NH:22][C:21]1=[O:25].C1(C)C=CC=CC=1. Given the product [CH3:1][C:2]1[C:3]([C:12]2[S:13][CH:14]=[CH:15][CH:16]=2)=[N:4][C:5]([NH:17][CH2:18][CH2:19][N:20]2[CH2:24][CH2:23][NH:22][C:21]2=[O:25])=[N:6][CH:7]=1, predict the reactants needed to synthesize it. (3) Given the product [CH2:23]([N:10]1[CH:11]=[C:12]([C:14]2[CH:15]=[CH:16][C:17]([O:20][CH3:21])=[CH:18][CH:19]=2)[N:13]=[C:9]1[C:3]1[CH:4]=[CH:5][CH:6]=[CH:7][CH:8]=1)[CH2:24][CH2:25][CH3:26], predict the reactants needed to synthesize it. The reactants are: [OH-].[K+].[C:3]1([C:9]2[NH:10][CH:11]=[C:12]([C:14]3[CH:19]=[CH:18][C:17]([O:20][CH3:21])=[CH:16][CH:15]=3)[N:13]=2)[CH:8]=[CH:7][CH:6]=[CH:5][CH:4]=1.Br[CH2:23][CH2:24][CH2:25][CH3:26]. (4) Given the product [ClH:20].[NH2:12][C@@H:9]([C:4]1[CH:5]=[C:6]([I:8])[CH:7]=[C:2]([F:1])[CH:3]=1)[CH2:10][OH:11], predict the reactants needed to synthesize it. The reactants are: [F:1][C:2]1[CH:3]=[C:4]([C@H:9]([NH:12]C(=O)OC(C)(C)C)[CH2:10][OH:11])[CH:5]=[C:6]([I:8])[CH:7]=1.[ClH:20].O1CCOCC1. (5) Given the product [Cl:12][CH2:8][CH2:7][N:1]1[CH2:6][CH2:5][CH2:4][CH2:3][CH2:2]1, predict the reactants needed to synthesize it. The reactants are: [N:1]1([CH2:7][CH2:8]O)[CH2:6][CH2:5][CH2:4][CH2:3][CH2:2]1.S(Cl)([Cl:12])=O. (6) Given the product [CH3:3][N:2]([CH2:4][C:5]1[CH:10]=[CH:9][CH:8]=[C:7]([F:11])[C:6]=1[N:12]1[CH:16]=[C:15]([CH:17]=[O:18])[C:14]([CH3:19])=[N:13]1)[CH3:1], predict the reactants needed to synthesize it. The reactants are: [CH3:1][N:2]([CH2:4][C:5]1[CH:10]=[CH:9][CH:8]=[C:7]([F:11])[C:6]=1[N:12]1[CH:16]=[C:15]([CH2:17][OH:18])[C:14]([CH3:19])=[N:13]1)[CH3:3].